Task: Predict the reactants needed to synthesize the given product.. Dataset: Full USPTO retrosynthesis dataset with 1.9M reactions from patents (1976-2016) (1) Given the product [F:13][C:12]([F:15])([F:14])[C:4]1[CH:3]=[C:2]([C:19]2[CH:18]=[C:17]([F:16])[C:22]([F:23])=[C:21]([F:24])[CH:20]=2)[C:10]2[NH:9][C:8](=[O:11])[NH:7][C:6]=2[CH:5]=1, predict the reactants needed to synthesize it. The reactants are: Br[C:2]1[C:10]2[NH:9][C:8](=[O:11])[NH:7][C:6]=2[CH:5]=[C:4]([C:12]([F:15])([F:14])[F:13])[CH:3]=1.[F:16][C:17]1[CH:18]=[C:19](B(O)O)[CH:20]=[C:21]([F:24])[C:22]=1[F:23].C([O-])([O-])=O.[Na+].[Na+].O.C(COC)OC. (2) The reactants are: [F:1][C:2]1[CH:7]=[CH:6][C:5]([C:8]2[O:9][C:10]3[CH:20]=[C:19]([N:21]([CH3:26])[S:22]([CH3:25])(=[O:24])=[O:23])[C:18]([CH:27]4[CH2:32][N:31]([CH3:33])[CH2:30][CH:29]([C:34](O)=[O:35])[CH2:28]4)=[CH:17][C:11]=3[C:12]=2[C:13](=[O:16])[NH:14][CH3:15])=[CH:4][CH:3]=1.C1C=CC2N(O)N=NC=2C=1.CCN=C=NCCCN(C)C.Cl.Cl.[NH2:60][C:61]1[C:66]([F:67])=[CH:65][CH:64]=[CH:63][C:62]=1[OH:68]. Given the product [F:67][C:66]1[CH:65]=[CH:64][CH:63]=[C:62]([OH:68])[C:61]=1[NH:60][C:34]([CH:29]1[CH2:28][CH:27]([C:18]2[C:19]([N:21]([CH3:26])[S:22]([CH3:25])(=[O:24])=[O:23])=[CH:20][C:10]3[O:9][C:8]([C:5]4[CH:4]=[CH:3][C:2]([F:1])=[CH:7][CH:6]=4)=[C:12]([C:13](=[O:16])[NH:14][CH3:15])[C:11]=3[CH:17]=2)[CH2:32][N:31]([CH3:33])[CH2:30]1)=[O:35], predict the reactants needed to synthesize it. (3) Given the product [ClH:1].[Cl:1][C:2]1[CH:28]=[C:27]([Cl:29])[CH:26]=[CH:25][C:3]=1[C:4]([C:6]1[CH:11]=[CH:10][CH:9]=[CH:8][C:7]=1[NH:12][S:13]([C:16]1[CH:17]=[CH:18][C:19]([C:20]([NH:46][CH2:45][CH2:44][CH2:43][CH:40]2[CH2:41][CH2:42][NH:37][CH2:38][CH2:39]2)=[O:22])=[CH:23][CH:24]=1)(=[O:14])=[O:15])=[O:5], predict the reactants needed to synthesize it. The reactants are: [Cl:1][C:2]1[CH:28]=[C:27]([Cl:29])[CH:26]=[CH:25][C:3]=1[C:4]([C:6]1[CH:11]=[CH:10][CH:9]=[CH:8][C:7]=1[NH:12][S:13]([C:16]1[CH:24]=[CH:23][C:19]([C:20]([OH:22])=O)=[CH:18][CH:17]=1)(=[O:15])=[O:14])=[O:5].C(OC([N:37]1[CH2:42][CH2:41][CH:40]([CH2:43][CH2:44][CH2:45][NH2:46])[CH2:39][CH2:38]1)=O)(C)(C)C. (4) Given the product [C:17]([C:3]1[C:2]([CH3:21])=[C:6]([NH2:7])[N:5]([C:8]2[C:13]([CH3:14])=[CH:12][CH:11]=[CH:10][C:9]=2[O:15][CH3:16])[N:4]=1)([CH3:20])([CH3:19])[CH3:18], predict the reactants needed to synthesize it. The reactants are: Br[C:2]1[C:3]([C:17]([CH3:20])([CH3:19])[CH3:18])=[N:4][N:5]([C:8]2[C:13]([CH3:14])=[CH:12][CH:11]=[CH:10][C:9]=2[O:15][CH3:16])[C:6]=1[NH2:7].[CH3:21]B1OBOBO1.C(=O)([O-])[O-].[K+].[K+]. (5) Given the product [F:9][C:8]([F:11])([F:10])[C:6]1[CH:5]=[CH:4][N:3]=[C:2]([CH:19]=[CH2:20])[CH:7]=1, predict the reactants needed to synthesize it. The reactants are: Cl[C:2]1[CH:7]=[C:6]([C:8]([F:11])([F:10])[F:9])[CH:5]=[CH:4][N:3]=1.C([O-])([O-])=O.[K+].[K+].O1CCO[CH2:20][CH2:19]1.N#N. (6) Given the product [CH2:34]([O:41][C:42]1[CH:47]=[CH:46][C:45]([C:48](=[O:50])[CH2:49][Br:1])=[CH:44][C:43]=1[N+:51]([O-:53])=[O:52])[C:35]1[CH:36]=[CH:37][CH:38]=[CH:39][CH:40]=1, predict the reactants needed to synthesize it. The reactants are: [Br-:1].[Br-].[Br-].C1([N+](C)(C)C)C=CC=CC=1.C1([N+](C)(C)C)C=CC=CC=1.C1([N+](C)(C)C)C=CC=CC=1.[CH2:34]([O:41][C:42]1[CH:47]=[CH:46][C:45]([C:48](=[O:50])[CH3:49])=[CH:44][C:43]=1[N+:51]([O-:53])=[O:52])[C:35]1[CH:40]=[CH:39][CH:38]=[CH:37][CH:36]=1. (7) Given the product [CH3:16][O:17][C:18]1[CH:25]=[C:24]([O:26][CH3:27])[CH:23]=[CH:22][C:19]=1[CH2:20][N:21]=[C:12]1[C:6]2[CH:5]=[CH:4][C:3]([N:2]([CH3:15])[CH3:1])=[CH:14][C:7]=2[CH2:8][CH2:9][CH2:10][CH2:11]1, predict the reactants needed to synthesize it. The reactants are: [CH3:1][N:2]([CH3:15])[C:3]1[CH:4]=[CH:5][C:6]2[C:12](=O)[CH2:11][CH2:10][CH2:9][CH2:8][C:7]=2[CH:14]=1.[CH3:16][O:17][C:18]1[CH:25]=[C:24]([O:26][CH3:27])[CH:23]=[CH:22][C:19]=1[CH2:20][NH2:21].CCN(CC)CC. (8) Given the product [NH2:1][C:2]1[N:11]=[CH:10][C:9]2[C:8]([NH:14][C:15]3[CH:20]=[CH:19][CH:18]=[C:17]([CH3:21])[CH:16]=3)=[N:7][CH:6]=[N:5][C:4]=2[CH:3]=1, predict the reactants needed to synthesize it. The reactants are: [NH2:1][C:2]1[N:11]=[CH:10][C:9]2[C:8](SC)=[N:7][CH:6]=[N:5][C:4]=2[CH:3]=1.[NH2:14][C:15]1[CH:20]=[CH:19][CH:18]=[C:17]([CH3:21])[CH:16]=1. (9) The reactants are: Cl[C:2]1[C:7]([Cl:8])=[N:6][CH:5]=[CH:4][N:3]=1.[C:9]([O:13][C:14]([N:16]1[CH2:21][CH2:20][CH:19]([CH2:22][NH2:23])[CH2:18][CH2:17]1)=[O:15])([CH3:12])([CH3:11])[CH3:10].C(=O)([O-])[O-].[Cs+].[Cs+]. Given the product [C:9]([O:13][C:14]([N:16]1[CH2:21][CH2:20][CH:19]([CH2:22][NH:23][C:2]2[C:7]([Cl:8])=[N:6][CH:5]=[CH:4][N:3]=2)[CH2:18][CH2:17]1)=[O:15])([CH3:12])([CH3:11])[CH3:10], predict the reactants needed to synthesize it. (10) Given the product [OH:36][CH2:35][C@@H:30]([NH:29][C:3](=[O:12])[C:4]1[CH:9]=[C:8]([C:24]2[CH:23]=[CH:22][CH:21]=[C:20]([O:19][CH3:18])[CH:25]=2)[C:7]([N:13]2[CH2:17][CH2:16][CH2:15][CH2:14]2)=[N:6][CH:5]=1)[CH2:31][CH:32]([CH3:34])[CH3:33], predict the reactants needed to synthesize it. The reactants are: CO[C:3](=[O:12])[C:4]1[CH:9]=[C:8](Br)[C:7](Cl)=[N:6][CH:5]=1.[NH:13]1[CH2:17][CH2:16][CH2:15][CH2:14]1.[CH3:18][O:19][C:20]1[CH:21]=[C:22](B(O)O)[CH:23]=[CH:24][CH:25]=1.[NH2:29][C@H:30]([CH2:35][OH:36])[CH2:31][CH:32]([CH3:34])[CH3:33].